From a dataset of Full USPTO retrosynthesis dataset with 1.9M reactions from patents (1976-2016). Predict the reactants needed to synthesize the given product. (1) Given the product [Br:1][C:2]1[CH:3]=[C:4]([C:8]([F:34])([F:35])[C@H:9]([OH:33])[CH2:10][CH2:11][C@H:12]2[CH2:17][CH2:16][O:15][C:14](=[O:18])[N:13]2[CH2:19][CH2:20][C:21]2[CH:22]=[CH:23][C:24]([C:25]([O:27][CH:28]([CH3:29])[CH3:30])=[O:26])=[CH:31][CH:32]=2)[CH:5]=[CH:6][CH:7]=1, predict the reactants needed to synthesize it. The reactants are: [Br:1][C:2]1[CH:3]=[C:4]([C:8]([F:35])([F:34])[C@H:9]([OH:33])/[CH:10]=[CH:11]/[C@H:12]2[CH2:17][CH2:16][O:15][C:14](=[O:18])[N:13]2[CH2:19][CH2:20][C:21]2[CH:32]=[CH:31][C:24]([C:25]([O:27][CH:28]([CH3:30])[CH3:29])=[O:26])=[CH:23][CH:22]=2)[CH:5]=[CH:6][CH:7]=1. (2) Given the product [Cl:1][C:2]1[CH:3]=[CH:4][C:5]([O:22][CH3:23])=[C:6]([CH:8]2[CH2:9][CH2:10][N:11]([C:14]([O:16][CH2:17][C:20]3[CH:45]=[CH:46][CH:41]=[CH:42][CH:43]=3)=[O:15])[CH2:12][CH2:13]2)[CH:7]=1, predict the reactants needed to synthesize it. The reactants are: [Cl:1][C:2]1[CH:3]=[CH:4][C:5]([O:22][CH3:23])=[C:6]([C:8]2(O)[CH2:13][CH2:12][N:11]([C:14]([O:16][C:17]([CH3:20])(C)C)=[O:15])[CH2:10][CH2:9]2)[CH:7]=1.Cl.O1CCOCC1.C([O-])([O-])=O.[Na+].[Na+].C(Cl)(OC[C:41]1[CH:46]=[CH:45]C=[CH:43][CH:42]=1)=O.[SiH](CC)(CC)CC.C(O)(C(F)(F)F)=O. (3) Given the product [Br:1][C:2]1[CH:3]=[CH:4][C:5]([Cl:9])=[C:6]([NH:7][S:16]([C:10]2[CH:15]=[CH:14][CH:13]=[CH:12][CH:11]=2)(=[O:18])=[O:17])[CH:8]=1, predict the reactants needed to synthesize it. The reactants are: [Br:1][C:2]1[CH:3]=[CH:4][C:5]([Cl:9])=[C:6]([CH:8]=1)[NH2:7].[C:10]1([S:16](Cl)(=[O:18])=[O:17])[CH:15]=[CH:14][CH:13]=[CH:12][CH:11]=1.N1C=CC=CC=1.CCOC(C)=O. (4) Given the product [Br:7][C:8]1[CH:16]=[CH:15][C:11]([C:12]([N:19]([CH3:20])[CH3:18])=[O:13])=[CH:10][C:9]=1[F:17], predict the reactants needed to synthesize it. The reactants are: C(Cl)(=O)C(Cl)=O.[Br:7][C:8]1[CH:16]=[CH:15][C:11]([C:12](O)=[O:13])=[CH:10][C:9]=1[F:17].[CH3:18][N:19](C=O)[CH3:20]. (5) Given the product [Cl:23][C:24]1[CH:25]=[C:26]([CH:29]=[CH:30][CH:31]=1)[CH2:27][N:9]1[C:10]2[C:5](=[CH:4][C:3]([C:1]#[N:2])=[CH:12][CH:11]=2)[CH2:6][C@H:7]([NH:13][C:14]([NH:16][C:17]2[CH:22]=[CH:21][CH:20]=[CH:19][CH:18]=2)=[O:15])[CH2:8]1, predict the reactants needed to synthesize it. The reactants are: [C:1]([C:3]1[CH:4]=[C:5]2[C:10](=[CH:11][CH:12]=1)[NH:9][CH2:8][C@@H:7]([NH:13][C:14]([NH:16][C:17]1[CH:22]=[CH:21][CH:20]=[CH:19][CH:18]=1)=[O:15])[CH2:6]2)#[N:2].[Cl:23][C:24]1[CH:25]=[C:26]([CH:29]=[CH:30][CH:31]=1)[CH:27]=O. (6) Given the product [C:44]([C:48]1[CH:64]=[CH:63][C:51]([CH2:52][N:53]([CH2:54][CH2:55][CH2:56][C:57]2[CH:62]=[CH:61][CH:60]=[CH:59][CH:58]=2)[C:10]([C:8]2[CH:7]=[CH:6][CH:5]=[C:4]3[C:9]=2[NH:1][CH:2]=[CH:3]3)=[O:12])=[CH:50][CH:49]=1)([CH3:47])([CH3:45])[CH3:46], predict the reactants needed to synthesize it. The reactants are: [NH:1]1[C:9]2[C:4](=[CH:5][CH:6]=[CH:7][C:8]=2[C:10]([OH:12])=O)[CH:3]=[CH:2]1.CN(C(ON1N=NC2C=CC=CC1=2)=[N+](C)C)C.[B-](F)(F)(F)F.C(N(CC)C(C)C)(C)C.[C:44]([C:48]1[CH:64]=[CH:63][C:51]([CH2:52][NH:53][CH2:54][CH2:55][CH2:56][C:57]2[CH:62]=[CH:61][CH:60]=[CH:59][CH:58]=2)=[CH:50][CH:49]=1)([CH3:47])([CH3:46])[CH3:45]. (7) Given the product [N+:1]([C:4]1[C:5]([NH:13][C:15]2[CH:20]=[CH:19][CH:18]=[CH:17][C:16]=2[OH:21])=[N:6][CH:7]=[C:8]([N+:10]([O-:12])=[O:11])[CH:9]=1)([O-:3])=[O:2], predict the reactants needed to synthesize it. The reactants are: [N+:1]([C:4]1[C:5]([NH2:13])=[N:6][CH:7]=[C:8]([N+:10]([O-:12])=[O:11])[CH:9]=1)([O-:3])=[O:2].Cl[C:15]1[CH:20]=[CH:19][CH:18]=[CH:17][C:16]=1[OH:21].C([O-])(=O)C.[Na+].